From a dataset of Reaction yield outcomes from USPTO patents with 853,638 reactions. Predict the reaction yield, written as a fraction of the theoretical maximum amount of product (1.0 means a 100% yield; for example, 0.34 means a 34% yield). (1) The reactants are [CH2:1]([O:3][C:4]([C:6]1([CH2:19][CH:20]=O)[CH2:11][CH2:10][N:9]([C:12]([O:14][C:15]([CH3:18])([CH3:17])[CH3:16])=[O:13])[CH2:8][CH2:7]1)=[O:5])[CH3:2].ClC(Cl)C.[NH2:26][C:27]1[CH:28]=[CH:29][C:30]([Br:34])=[N:31][C:32]=1[CH3:33].C(O)(=O)C.[BH-](OC(C)=O)(OC(C)=O)OC(C)=O.[Na+]. The catalyst is C(Cl)Cl. The product is [CH2:1]([O:3][C:4]([C:6]1([CH2:19][CH2:20][NH:26][C:27]2[C:32]([CH3:33])=[N:31][C:30]([Br:34])=[CH:29][CH:28]=2)[CH2:7][CH2:8][N:9]([C:12]([O:14][C:15]([CH3:18])([CH3:17])[CH3:16])=[O:13])[CH2:10][CH2:11]1)=[O:5])[CH3:2]. The yield is 0.500. (2) The reactants are O.[ClH:2].[OH:3][C:4]([C:34]1[CH:39]=[CH:38][CH:37]=[CH:36][CH:35]=1)([C:28]1[CH:33]=[CH:32][CH:31]=[CH:30][CH:29]=1)[CH:5]1[CH2:10][CH2:9][N:8]([CH2:11][CH2:12][CH2:13][CH:14]([C:16]2[CH:21]=[CH:20][C:19]([C:22]([CH3:27])([CH3:26])[C:23]([OH:25])=[O:24])=[CH:18][CH:17]=2)[OH:15])[CH2:7][CH2:6]1.O. The catalyst is CC(C)=O. The product is [ClH:2].[OH:3][C:4]([C:34]1[CH:35]=[CH:36][CH:37]=[CH:38][CH:39]=1)([C:28]1[CH:29]=[CH:30][CH:31]=[CH:32][CH:33]=1)[CH:5]1[CH2:10][CH2:9][N:8]([CH2:11][CH2:12][CH2:13][CH:14]([C:16]2[CH:21]=[CH:20][C:19]([C:22]([CH3:27])([CH3:26])[C:23]([OH:25])=[O:24])=[CH:18][CH:17]=2)[OH:15])[CH2:7][CH2:6]1. The yield is 0.950. (3) The reactants are C(OC([N:8]1[C:17]2[C:12](=[CH:13][CH:14]=[C:15]([NH:18][C:19]([C:21]3[C:30](=[O:31])[C:29]4[C:24](=[CH:25][CH:26]=[CH:27][CH:28]=4)[NH:23][CH:22]=3)=[O:20])[CH:16]=2)[CH2:11][CH2:10][CH2:9]1)=O)(C)(C)C.C(O)(C(F)(F)F)=O. The catalyst is C(Cl)Cl. The product is [O:31]=[C:30]1[C:29]2[C:24](=[CH:25][CH:26]=[CH:27][CH:28]=2)[NH:23][CH:22]=[C:21]1[C:19]([NH:18][C:15]1[CH:16]=[C:17]2[C:12]([CH2:11][CH2:10][CH2:9][NH:8]2)=[CH:13][CH:14]=1)=[O:20]. The yield is 0.320. (4) The reactants are [Cl:1][C:2]1[CH:10]=[CH:9][CH:8]=[CH:7][C:3]=1[C:4]([OH:6])=[O:5].[Cl:11][S:12](O)(=[O:14])=[O:13]. No catalyst specified. The product is [Cl:1][C:2]1[CH:10]=[CH:9][C:8]([S:12]([Cl:11])(=[O:14])=[O:13])=[CH:7][C:3]=1[C:4]([OH:6])=[O:5]. The yield is 0.852. (5) The reactants are Cl[CH2:2][C:3]1[O:7][N:6]=[C:5]([C:8]2[CH:13]=[C:12]([F:14])[CH:11]=[CH:10][C:9]=2[F:15])[N:4]=1.[CH2:16]([N:18]1[C:22]([C:23]2[S:24][CH:25]=[CH:26][CH:27]=2)=[N:21][NH:20][C:19]1=[S:28])[CH3:17].C(=O)([O-])[O-].[K+].[K+].C(OCC)(=O)C. The catalyst is CN(C=O)C. The product is [F:15][C:9]1[CH:10]=[CH:11][C:12]([F:14])=[CH:13][C:8]=1[C:5]1[N:4]=[C:3]([CH2:2][S:28][C:19]2[N:18]([CH2:16][CH3:17])[C:22]([C:23]3[S:24][CH:25]=[CH:26][CH:27]=3)=[N:21][N:20]=2)[O:7][N:6]=1. The yield is 0.500. (6) The reactants are [Br:1][C:2]1[C:3]([N:16]2[CH2:20][CH2:19][C@@H:18]([NH:21]C(=O)OC(C)(C)C)[CH2:17]2)=[C:4]2[C:10]([NH:11][C:12](=[O:15])[CH2:13][OH:14])=[CH:9][NH:8][C:5]2=[N:6][CH:7]=1.C(O)(C(F)(F)F)=O.C(Cl)[Cl:37]. No catalyst specified. The product is [ClH:37].[NH2:21][C@@H:18]1[CH2:19][CH2:20][N:16]([C:3]2[C:2]([Br:1])=[CH:7][N:6]=[C:5]3[NH:8][CH:9]=[C:10]([NH:11][C:12](=[O:15])[CH2:13][OH:14])[C:4]=23)[CH2:17]1. The yield is 0.850. (7) The reactants are [OH:1][NH:2][C:3](=O)[CH3:4].CC(C)([O-])C.[K+].[Br:12][C:13]1[C:14]([CH2:22][O:23][C:24]2[CH:29]=[CH:28][C:27]([Cl:30])=[C:26]([Cl:31])[CH:25]=2)=[CH:15][C:16](F)=C([CH:20]=1)C#N.C[N:33](C=O)C. No catalyst specified. The product is [Br:12][C:13]1[C:14]([CH2:22][O:23][C:24]2[CH:29]=[CH:28][C:27]([Cl:30])=[C:26]([Cl:31])[CH:25]=2)=[CH:15][C:16]2[O:1][N:2]=[C:3]([NH2:33])[C:4]=2[CH:20]=1. The yield is 0.630.